Dataset: Catalyst prediction with 721,799 reactions and 888 catalyst types from USPTO. Task: Predict which catalyst facilitates the given reaction. Reactant: [F:1][C:2]([F:42])([F:41])[C:3]1[CH:8]=[CH:7][C:6]([C:9]2[N:13](COCC[Si](C)(C)C)[C:12]([N:22]3[CH2:27][CH2:26][N:25]([C:28]4[C:33]([C:34]([F:37])([F:36])[F:35])=[CH:32][CH:31]=[CH:30][N:29]=4)[CH2:24][CH2:23]3)=[N:11][C:10]=2[C:38](O)=[O:39])=[CH:5][CH:4]=1.[CH2:43]([N:45]1[CH2:49][CH2:48][CH2:47][CH:46]1[CH2:50][NH2:51])[CH3:44].F[P-](F)(F)(F)(F)F.N1(O[P+](N(C)C)(N(C)C)N(C)C)C2C=CC=CC=2N=N1.CCN(C(C)C)C(C)C. Product: [CH2:43]([N:45]1[CH2:49][CH2:48][CH2:47][CH:46]1[CH2:50][NH:51][C:38]([C:10]1[N:11]=[C:12]([N:22]2[CH2:23][CH2:24][N:25]([C:28]3[C:33]([C:34]([F:37])([F:35])[F:36])=[CH:32][CH:31]=[CH:30][N:29]=3)[CH2:26][CH2:27]2)[NH:13][C:9]=1[C:6]1[CH:7]=[CH:8][C:3]([C:2]([F:41])([F:42])[F:1])=[CH:4][CH:5]=1)=[O:39])[CH3:44]. The catalyst class is: 2.